From a dataset of Reaction yield outcomes from USPTO patents with 853,638 reactions. Predict the reaction yield, written as a fraction of the theoretical maximum amount of product (1.0 means a 100% yield; for example, 0.34 means a 34% yield). (1) The reactants are [C:1]([C:3]1[CH:4]=[C:5]([CH:9]=[CH:10][C:11]=1[F:12])[C:6]([OH:8])=O)#[N:2].[C:13]([O:17][C:18]([CH3:21])([CH3:20])[CH3:19])(=[O:16])[NH:14][NH2:15].C(=O)([O-])O.[Na+]. The catalyst is CN(C=O)C. The product is [C:1]([C:3]1[CH:4]=[C:5]([CH:9]=[CH:10][C:11]=1[F:12])[C:6]([NH:15][NH:14][C:13]([O:17][C:18]([CH3:21])([CH3:20])[CH3:19])=[O:16])=[O:8])#[N:2]. The yield is 0.750. (2) The reactants are [S:1]1[CH:5]=[CH:4][CH:3]=[C:2]1[CH2:6][NH2:7].[C:8]([CH2:12][C:13](Cl)=[O:14])([CH3:11])([CH3:10])[CH3:9].C(O)C(N)(CO)CO. The catalyst is C(Cl)Cl. The product is [CH3:9][C:8]([CH3:11])([CH3:10])[CH2:12][C:13]([NH:7][CH2:6][C:2]1[S:1][CH:5]=[CH:4][CH:3]=1)=[O:14]. The yield is 0.380. (3) The reactants are [CH3:1][C:2]1[C:11]2[C:6](=[CH:7][CH:8]=[CH:9][CH:10]=2)[C:5]([N+:12]([O-])=O)=[CH:4][C:3]=1N. The catalyst is C(O)C.[Ni]. The product is [CH3:1][C:2]1[C:11]2[C:6](=[CH:7][CH:8]=[CH:9][CH:10]=2)[C:5]([NH2:12])=[CH:4][CH:3]=1. The yield is 0.750. (4) The reactants are [NH2:1][C:2]1[C:11]2[C:6](=[C:7](Br)[CH:8]=[CH:9][CH:10]=2)[N:5]=[N:4][C:3]=1[C:13]([NH:15][CH2:16][CH2:17][CH3:18])=[O:14].[CH3:19][O:20][C:21]1[C:26]([O:27][CH3:28])=[CH:25][CH:24]=[CH:23][C:22]=1B(O)O. No catalyst specified. The product is [NH2:1][C:2]1[C:11]2[C:6](=[C:7]([C:25]3[CH:24]=[CH:23][CH:22]=[C:21]([O:20][CH3:19])[C:26]=3[O:27][CH3:28])[CH:8]=[CH:9][CH:10]=2)[N:5]=[N:4][C:3]=1[C:13]([NH:15][CH2:16][CH2:17][CH3:18])=[O:14]. The yield is 0.895. (5) The reactants are [Li]CCCC.[F:6][C:7]1[CH:8]=[C:9]([N:18]2[CH2:23][CH2:22][O:21][CH2:20][CH2:19]2)[CH:10]=[C:11]([F:17])[C:12]=1[CH:13]=[C:14](Br)Br.[NH4+].[Cl-]. The catalyst is C1COCC1. The product is [F:6][C:7]1[CH:8]=[C:9]([N:18]2[CH2:23][CH2:22][O:21][CH2:20][CH2:19]2)[CH:10]=[C:11]([F:17])[C:12]=1[C:13]#[CH:14]. The yield is 0.810. (6) The reactants are [N+:1]([C:4]1[CH:10]=[CH:9][C:7]([NH2:8])=[CH:6][CH:5]=1)([O-:3])=[O:2].[Br:11]Br. The catalyst is CC(O)=O. The product is [Br:11][C:9]1[CH:10]=[C:4]([N+:1]([O-:3])=[O:2])[CH:5]=[CH:6][C:7]=1[NH2:8]. The yield is 0.720. (7) The catalyst is [Cl-].[Cl-].[Zn+2].[Cu]I. The product is [O:27]=[C:26]([C:10]1[O:11][C:7]([C:2]2[CH:3]=[CH:4][CH:5]=[CH:6][N:1]=2)=[CH:8][N:9]=1)[CH2:25][CH2:24][C:21]1[CH:22]=[CH:23][C:18]([O:17][CH2:16][C:15]2[CH:33]=[CH:29][CH:30]=[CH:13][CH:14]=2)=[CH:19][CH:20]=1. The yield is 0.330. The reactants are [N:1]1[CH:6]=[CH:5][CH:4]=[CH:3][C:2]=1[C:7]1[O:11][CH:10]=[N:9][CH:8]=1.[Li][CH2:13][CH2:14][CH2:15][CH3:16].[OH:17][C:18]1[CH:23]=[CH:22][C:21]([CH2:24][CH2:25][C:26](Cl)=[O:27])=[CH:20][CH:19]=1.[CH2:29]1[CH2:33]OC[CH2:30]1.